From a dataset of Forward reaction prediction with 1.9M reactions from USPTO patents (1976-2016). Predict the product of the given reaction. Given the reactants [NH2:1][CH2:2][CH:3]([C:5]1[N:6]=[C:7]([C:10]2[CH:15]=[CH:14][C:13]([F:16])=[CH:12][CH:11]=2)[O:8][CH:9]=1)[OH:4].[F:17][C:18]([F:34])([F:33])[C:19]1[O:23][N:22]=[C:21]([C:24]2[CH:25]=[C:26]([CH:30]=[CH:31][CH:32]=2)[C:27](O)=[O:28])[N:20]=1, predict the reaction product. The product is: [F:16][C:13]1[CH:14]=[CH:15][C:10]([C:7]2[O:8][CH:9]=[C:5]([CH:3]([OH:4])[CH2:2][NH:1][C:27](=[O:28])[C:26]3[CH:30]=[CH:31][CH:32]=[C:24]([C:21]4[N:20]=[C:19]([C:18]([F:34])([F:33])[F:17])[O:23][N:22]=4)[CH:25]=3)[N:6]=2)=[CH:11][CH:12]=1.